From a dataset of NCI-60 drug combinations with 297,098 pairs across 59 cell lines. Regression. Given two drug SMILES strings and cell line genomic features, predict the synergy score measuring deviation from expected non-interaction effect. (1) Drug 1: C1=CC(=CC=C1CCC2=CNC3=C2C(=O)NC(=N3)N)C(=O)NC(CCC(=O)O)C(=O)O. Drug 2: CC1=C(N=C(N=C1N)C(CC(=O)N)NCC(C(=O)N)N)C(=O)NC(C(C2=CN=CN2)OC3C(C(C(C(O3)CO)O)O)OC4C(C(C(C(O4)CO)O)OC(=O)N)O)C(=O)NC(C)C(C(C)C(=O)NC(C(C)O)C(=O)NCCC5=NC(=CS5)C6=NC(=CS6)C(=O)NCCC[S+](C)C)O. Cell line: HT29. Synergy scores: CSS=32.5, Synergy_ZIP=0.771, Synergy_Bliss=0.651, Synergy_Loewe=-5.47, Synergy_HSA=0.159. (2) Drug 1: C1=CC(=CC=C1CCC2=CNC3=C2C(=O)NC(=N3)N)C(=O)NC(CCC(=O)O)C(=O)O. Drug 2: C1=CC(=CC=C1CC(C(=O)O)N)N(CCCl)CCCl.Cl. Cell line: DU-145. Synergy scores: CSS=14.8, Synergy_ZIP=-6.14, Synergy_Bliss=-0.0997, Synergy_Loewe=-8.46, Synergy_HSA=-0.926. (3) Drug 1: COC1=C(C=C2C(=C1)N=CN=C2NC3=CC(=C(C=C3)F)Cl)OCCCN4CCOCC4. Cell line: T-47D. Drug 2: CC1OCC2C(O1)C(C(C(O2)OC3C4COC(=O)C4C(C5=CC6=C(C=C35)OCO6)C7=CC(=C(C(=C7)OC)O)OC)O)O. Synergy scores: CSS=43.7, Synergy_ZIP=-5.46, Synergy_Bliss=1.99, Synergy_Loewe=4.85, Synergy_HSA=6.28. (4) Drug 1: CC12CCC(CC1=CCC3C2CCC4(C3CC=C4C5=CN=CC=C5)C)O. Drug 2: C1=CC(=CC=C1C#N)C(C2=CC=C(C=C2)C#N)N3C=NC=N3. Cell line: SNB-75. Synergy scores: CSS=6.56, Synergy_ZIP=-0.939, Synergy_Bliss=4.37, Synergy_Loewe=3.78, Synergy_HSA=4.02. (5) Drug 1: C1C(C(OC1N2C=C(C(=O)NC2=O)F)CO)O. Drug 2: C1=CN(C(=O)N=C1N)C2C(C(C(O2)CO)O)O.Cl. Cell line: 786-0. Synergy scores: CSS=35.8, Synergy_ZIP=-4.52, Synergy_Bliss=-2.65, Synergy_Loewe=1.33, Synergy_HSA=2.51. (6) Drug 1: C1CCN(CC1)CCOC2=CC=C(C=C2)C(=O)C3=C(SC4=C3C=CC(=C4)O)C5=CC=C(C=C5)O. Drug 2: C1CC(=O)NC(=O)C1N2C(=O)C3=CC=CC=C3C2=O. Cell line: DU-145. Synergy scores: CSS=3.31, Synergy_ZIP=0.901, Synergy_Bliss=2.40, Synergy_Loewe=1.16, Synergy_HSA=-0.122. (7) Drug 1: CC(C1=C(C=CC(=C1Cl)F)Cl)OC2=C(N=CC(=C2)C3=CN(N=C3)C4CCNCC4)N. Drug 2: CC1C(C(CC(O1)OC2CC(CC3=C2C(=C4C(=C3O)C(=O)C5=C(C4=O)C(=CC=C5)OC)O)(C(=O)CO)O)N)O.Cl. Cell line: NCIH23. Synergy scores: CSS=41.4, Synergy_ZIP=-3.63, Synergy_Bliss=-3.92, Synergy_Loewe=-11.8, Synergy_HSA=-1.62.